Predict the reactants needed to synthesize the given product. From a dataset of Full USPTO retrosynthesis dataset with 1.9M reactions from patents (1976-2016). (1) The reactants are: Cl.[CH3:2][O:3][C:4]([C:6]1[CH2:7][NH:8][CH2:9][CH2:10][C:11]=1[OH:12])=[O:5].CCN(C(C)C)C(C)C.[C:22](O[C:22]([O:24][C:25]([CH3:28])([CH3:27])[CH3:26])=[O:23])([O:24][C:25]([CH3:28])([CH3:27])[CH3:26])=[O:23]. Given the product [CH3:26][C:25]([O:24][C:22]([N:8]1[CH2:7][C:6]([C:4]([O:3][CH3:2])=[O:5])=[C:11]([OH:12])[CH2:10][CH2:9]1)=[O:23])([CH3:28])[CH3:27], predict the reactants needed to synthesize it. (2) Given the product [CH2:29]([N:8]([CH2:7][C:6]1[CH:5]=[CH:4][C:3]([O:2][CH3:1])=[CH:22][CH:21]=1)[S:9]([C:12]1[CH:20]=[CH:19][C:15]([C:16]([OH:18])=[O:17])=[CH:14][CH:13]=1)(=[O:11])=[O:10])[CH3:30], predict the reactants needed to synthesize it. The reactants are: [CH3:1][O:2][C:3]1[CH:22]=[CH:21][C:6]([CH2:7][NH:8][S:9]([C:12]2[CH:20]=[CH:19][C:15]([C:16]([OH:18])=[O:17])=[CH:14][CH:13]=2)(=[O:11])=[O:10])=[CH:5][CH:4]=1.C(=O)([O-])[O-].[Cs+].[Cs+].[CH2:29](I)[CH3:30].